From a dataset of Full USPTO retrosynthesis dataset with 1.9M reactions from patents (1976-2016). Predict the reactants needed to synthesize the given product. (1) Given the product [C:3]([O:7][C:8](=[O:16])[CH2:9][CH2:10][CH2:11][CH2:12][C@H:13]([O:15][C:18]1[C:19]2[C:26]([C:27]3[CH:28]=[CH:29][C:30]([CH2:33][CH3:34])=[CH:31][CH:32]=3)=[C:25]([C:35]3[CH:40]=[CH:39][CH:38]=[CH:37][C:36]=3[F:41])[O:24][C:20]=2[N:21]=[CH:22][N:23]=1)[CH3:14])([CH3:4])([CH3:6])[CH3:5], predict the reactants needed to synthesize it. The reactants are: [H-].[Na+].[C:3]([O:7][C:8](=[O:16])[CH2:9][CH2:10][CH2:11][CH2:12][C@H:13]([OH:15])[CH3:14])([CH3:6])([CH3:5])[CH3:4].Cl[C:18]1[C:19]2[C:26]([C:27]3[CH:32]=[CH:31][C:30]([CH2:33][CH3:34])=[CH:29][CH:28]=3)=[C:25]([C:35]3[CH:40]=[CH:39][CH:38]=[CH:37][C:36]=3[F:41])[O:24][C:20]=2[N:21]=[CH:22][N:23]=1.O. (2) Given the product [C:1]([O:5][C:6]([N:8]1[CH2:9][CH2:10][CH:11]([CH2:14][CH2:15][N:16]2[CH2:17][CH2:18][N:19]([C:22]3[CH:27]=[CH:26][CH:25]=[C:24]([C:28]([OH:30])=[O:29])[CH:23]=3)[CH2:20][CH2:21]2)[CH2:12][CH2:13]1)=[O:7])([CH3:4])([CH3:2])[CH3:3], predict the reactants needed to synthesize it. The reactants are: [C:1]([O:5][C:6]([N:8]1[CH2:13][CH2:12][CH:11]([CH2:14][CH2:15][N:16]2[CH2:21][CH2:20][N:19]([C:22]3[CH:27]=[CH:26][CH:25]=[C:24]([C:28]([O:30]CC)=[O:29])[CH:23]=3)[CH2:18][CH2:17]2)[CH2:10][CH2:9]1)=[O:7])([CH3:4])([CH3:3])[CH3:2].[OH-].[Na+]. (3) Given the product [NH2:15][CH2:12][CH:10]([C:8]1[CH:7]=[CH:6][N:5]=[C:4]([CH:1]([CH3:3])[CH3:2])[N:9]=1)[OH:11], predict the reactants needed to synthesize it. The reactants are: [CH:1]([C:4]1[N:9]=[C:8]([CH:10]=[O:11])[CH:7]=[CH:6][N:5]=1)([CH3:3])[CH3:2].[CH:12]([O-])=O.[NH4+:15]. (4) Given the product [CH:28]1([C:23]#[C:22][O:21][C:17]2[C:16]3[C:11](=[CH:12][CH:13]=[C:14]([F:27])[CH:15]=3)[NH:10][C:9](=[O:8])[C:18]=2[CH2:19][CH3:20])[CH2:30][CH2:29]1, predict the reactants needed to synthesize it. The reactants are: [Si]([O:8][C:9]1[C:18]([CH2:19][CH3:20])=[C:17]([O:21][CH2:22][C:23](F)(F)F)[C:16]2[C:11](=[CH:12][CH:13]=[C:14]([F:27])[CH:15]=2)[N:10]=1)(C(C)(C)C)(C)C.[CH:28]1([Li])[CH2:30][CH2:29]1. (5) Given the product [Cl:1][C:2]1[CH:7]=[C:6]([O:8][CH3:9])[CH:5]=[CH:4][C:3]=1[C:10]1[CH:15]=[CH:14][N:13]=[C:12]([NH:16][CH:17]([CH2:21][CH2:22][CH3:23])[CH2:18][CH2:19][CH3:20])[C:11]=1[NH2:24], predict the reactants needed to synthesize it. The reactants are: [Cl:1][C:2]1[CH:7]=[C:6]([O:8][CH3:9])[CH:5]=[CH:4][C:3]=1[C:10]1[CH:15]=[CH:14][N:13]=[C:12]([NH:16][CH:17]([CH2:21][CH2:22][CH3:23])[CH2:18][CH2:19][CH3:20])[C:11]=1[N+:24]([O-])=O.[O-]S(S([O-])=O)=O.[Na+].[Na+]. (6) The reactants are: [H-].[H-].[H-].[H-].[Li+].[Al+3].[C:7]1([C:30]2[CH:35]=[CH:34][CH:33]=[CH:32][CH:31]=2)[CH:12]=[CH:11][C:10]([C:13]([NH:22][C:23](=O)OC(C)(C)C)([CH3:21])[C:14](=O)[N:15]2[CH2:19][CH2:18][CH2:17][CH2:16]2)=[CH:9][CH:8]=1.O.[F-].[Na+]. Given the product [C:7]1([C:30]2[CH:31]=[CH:32][CH:33]=[CH:34][CH:35]=2)[CH:12]=[CH:11][C:10]([C:13]([NH:22][CH3:23])([CH3:21])[CH2:14][N:15]2[CH2:19][CH2:18][CH2:17][CH2:16]2)=[CH:9][CH:8]=1, predict the reactants needed to synthesize it.